Dataset: Catalyst prediction with 721,799 reactions and 888 catalyst types from USPTO. Task: Predict which catalyst facilitates the given reaction. (1) Reactant: C[Si](C)(C)[N-][Si](C)(C)C.[Li+].[CH2:11]([N:18]1[C:23](=[O:24])[CH2:22][N:21]([C:25]([O:27][C:28]([CH3:31])([CH3:30])[CH3:29])=[O:26])[CH2:20][CH:19]1[CH3:32])[C:12]1[CH:17]=[CH:16][CH:15]=[CH:14][CH:13]=1.FC(F)(F)S(O[CH2:39][CH3:40])(=O)=O.[Cl-].[NH4+]. Product: [CH2:11]([N:18]1[CH:19]([CH3:32])[CH2:20][N:21]([C:25]([O:27][C:28]([CH3:31])([CH3:30])[CH3:29])=[O:26])[CH:22]([CH2:39][CH3:40])[C:23]1=[O:24])[C:12]1[CH:13]=[CH:14][CH:15]=[CH:16][CH:17]=1. The catalyst class is: 56. (2) Reactant: [CH3:1][O:2][C:3]1[CH:4]=[C:5]([C:9]2([C:15]#[N:16])[CH2:14][CH2:13][NH:12][CH2:11][CH2:10]2)[CH:6]=[CH:7][CH:8]=1.C(N(CC)CC)C.[C:24]1([CH3:34])[CH:29]=[CH:28][C:27]([S:30](Cl)(=[O:32])=[O:31])=[CH:26][CH:25]=1.C(=O)([O-])O.[Na+]. Product: [CH3:1][O:2][C:3]1[CH:4]=[C:5]([C:9]2([C:15]#[N:16])[CH2:14][CH2:13][N:12]([S:30]([C:27]3[CH:28]=[CH:29][C:24]([CH3:34])=[CH:25][CH:26]=3)(=[O:32])=[O:31])[CH2:11][CH2:10]2)[CH:6]=[CH:7][CH:8]=1. The catalyst class is: 4. (3) Reactant: [NH2:1][CH:2]1[CH2:7][CH2:6][CH2:5][CH2:4][CH:3]1[OH:8].C([O-])([O-])=O.[K+].[K+].Cl[CH2:16][CH2:17][C:18]1[CH:23]=[CH:22][C:21]([O:24][CH3:25])=[CH:20][CH:19]=1.CO. Product: [CH3:25][O:24][C:21]1[CH:22]=[CH:23][C:18]([CH2:17][CH2:16][NH:1][CH:2]2[CH2:7][CH2:6][CH2:5][CH2:4][CH:3]2[OH:8])=[CH:19][CH:20]=1. The catalyst class is: 3. (4) Reactant: ClC1C=C(C(OO)=[O:9])C=CC=1.[CH3:12][S:13][C:14]1[CH:15]=[N:16][CH:17]=[C:18]([C:20]#[C:21][C:22]2[CH:27]=[CH:26][CH:25]=[CH:24][CH:23]=2)[CH:19]=1. Product: [CH3:12][S:13]([C:14]1[CH:15]=[N:16][CH:17]=[C:18]([C:20]#[C:21][C:22]2[CH:27]=[CH:26][CH:25]=[CH:24][CH:23]=2)[CH:19]=1)=[O:9]. The catalyst class is: 4. (5) Reactant: [Cl:1][C:2]1[N:3]([CH2:7][CH3:8])[CH:4]=[CH:5][N:6]=1.CN(CCN(C)C)C.[Li]CCCC.[B:22](OC(C)C)([O:27]C(C)C)[O:23]C(C)C.Cl. Product: [Cl:1][C:2]1[N:3]([CH2:7][CH3:8])[C:4]([B:22]([OH:27])[OH:23])=[CH:5][N:6]=1. The catalyst class is: 1.